Dataset: Full USPTO retrosynthesis dataset with 1.9M reactions from patents (1976-2016). Task: Predict the reactants needed to synthesize the given product. (1) Given the product [OH:16][C@H:11]1[CH2:12][CH2:13][CH2:14][CH2:15][C@H:10]1[NH:9][C:6]1[CH2:5][CH2:4][CH2:3][C:2](=[O:7])[CH:1]=1, predict the reactants needed to synthesize it. The reactants are: [C:1]1(=O)[CH2:6][CH2:5][CH2:4][CH2:3][C:2]1=[O:7].[NH2:9][C@H:10]1[CH2:15][CH2:14][CH2:13][CH2:12][C@H:11]1[OH:16]. (2) Given the product [C:1]1([CH2:7][CH2:8][O:9][CH2:10][CH2:11][CH2:12][N:14]2[CH2:21][CH2:20][CH2:19][C@H:15]2[CH2:16][NH2:18])[CH:2]=[CH:3][CH:4]=[CH:5][CH:6]=1, predict the reactants needed to synthesize it. The reactants are: [C:1]1([CH2:7][CH2:8][O:9][CH2:10][CH2:11][C:12]([N:14]2[CH2:21][CH2:20][CH2:19][C@H:15]2[C:16]([NH2:18])=O)=O)[CH:6]=[CH:5][CH:4]=[CH:3][CH:2]=1.B.C1COCC1. (3) Given the product [Cl:19][C:20]1[CH:25]=[CH:24][C:23]([C:26]2[CH2:31][CH2:30][N:29]([CH2:2][CH2:3][CH2:4][CH2:5][C:6]3([CH2:17][CH3:18])[C:14]4[C:9](=[CH:10][CH:11]=[C:12]([F:15])[CH:13]=4)[NH:8][C:7]3=[O:16])[CH2:28][CH:27]=2)=[CH:22][CH:21]=1, predict the reactants needed to synthesize it. The reactants are: Cl[CH2:2][CH2:3][CH2:4][CH2:5][C:6]1([CH2:17][CH3:18])[C:14]2[C:9](=[CH:10][CH:11]=[C:12]([F:15])[CH:13]=2)[NH:8][C:7]1=[O:16].[Cl:19][C:20]1[CH:25]=[CH:24][C:23]([C:26]2[CH2:27][CH2:28][NH:29][CH2:30][CH:31]=2)=[CH:22][CH:21]=1. (4) Given the product [C:1]([C:3]1[CH:8]=[CH:7][C:6]([C:16]2[CH:15]=[C:14]3[C:19](=[CH:18][CH:17]=2)[NH:11][C:12](=[O:28])[C:13]23[CH2:24][CH2:23][CH2:22][CH2:21][CH2:20]2)=[CH:5][C:4]=1[F:10])#[N:2], predict the reactants needed to synthesize it. The reactants are: [C:1]([C:3]1[CH:8]=[CH:7][C:6](Br)=[CH:5][C:4]=1[F:10])#[N:2].[NH:11]1[C:19]2[C:14](=[CH:15][CH:16]=[CH:17][CH:18]=2)[C:13]2([CH2:24][CH:23](B(O)O)[CH2:22][CH2:21][CH2:20]2)[C:12]1=[O:28].C([O-])(=O)C.[Na+].[OH-].[Na+]. (5) The reactants are: C(Cl)CCl.[Cl:5][C:6]1[CH:7]=[CH:8][C:9]([CH2:14][N:15]2[CH2:18][CH:17]([OH:19])[CH2:16]2)=[C:10]([CH:13]=1)[CH2:11][NH2:12].[C:20]([N:27]1[CH2:34][CH2:33][CH2:32][C@H:28]1[C:29](O)=[O:30])([O:22][C:23]([CH3:26])([CH3:25])[CH3:24])=[O:21].C1C=NC2N(O)N=NC=2C=1. Given the product [Cl:5][C:6]1[CH:7]=[CH:8][C:9]([CH2:14][N:15]2[CH2:16][CH:17]([OH:19])[CH2:18]2)=[C:10]([CH:13]=1)[CH2:11][NH:12][C:29](=[O:30])[C@@H:28]1[CH2:32][CH2:33][CH2:34][N:27]1[C:20]([O:22][C:23]([CH3:25])([CH3:24])[CH3:26])=[O:21], predict the reactants needed to synthesize it. (6) The reactants are: [CH3:1][O:2][C:3]1[C:13]([N+:14]([O-:16])=[O:15])=[CH:12][C:6]2[CH2:7][CH2:8][NH:9][CH2:10][CH2:11][C:5]=2[CH:4]=1.Cl[CH2:18][CH2:19][NH:20][C:21](=[O:23])[CH3:22].[I-].[K+].C(=O)([O-])[O-].[K+].[K+]. Given the product [CH3:1][O:2][C:3]1[C:13]([N+:14]([O-:16])=[O:15])=[CH:12][C:6]2[CH2:7][CH2:8][N:9]([CH2:18][CH2:19][NH:20][C:21](=[O:23])[CH3:22])[CH2:10][CH2:11][C:5]=2[CH:4]=1, predict the reactants needed to synthesize it.